Dataset: NCI-60 drug combinations with 297,098 pairs across 59 cell lines. Task: Regression. Given two drug SMILES strings and cell line genomic features, predict the synergy score measuring deviation from expected non-interaction effect. (1) Drug 1: C1=CC(=CC=C1CCCC(=O)O)N(CCCl)CCCl. Drug 2: CC1C(C(=O)NC(C(=O)N2CCCC2C(=O)N(CC(=O)N(C(C(=O)O1)C(C)C)C)C)C(C)C)NC(=O)C3=C4C(=C(C=C3)C)OC5=C(C(=O)C(=C(C5=N4)C(=O)NC6C(OC(=O)C(N(C(=O)CN(C(=O)C7CCCN7C(=O)C(NC6=O)C(C)C)C)C)C(C)C)C)N)C. Cell line: HCC-2998. Synergy scores: CSS=9.27, Synergy_ZIP=-1.11, Synergy_Bliss=2.73, Synergy_Loewe=4.01, Synergy_HSA=4.01. (2) Drug 1: C(CN)CNCCSP(=O)(O)O. Drug 2: COCCOC1=C(C=C2C(=C1)C(=NC=N2)NC3=CC=CC(=C3)C#C)OCCOC.Cl. Cell line: NCIH23. Synergy scores: CSS=10.4, Synergy_ZIP=-1.53, Synergy_Bliss=0.138, Synergy_Loewe=-8.10, Synergy_HSA=-1.41. (3) Drug 1: CC1=C2C(C(=O)C3(C(CC4C(C3C(C(C2(C)C)(CC1OC(=O)C(C(C5=CC=CC=C5)NC(=O)OC(C)(C)C)O)O)OC(=O)C6=CC=CC=C6)(CO4)OC(=O)C)OC)C)OC. Drug 2: COC1=C(C=C2C(=C1)N=CN=C2NC3=CC(=C(C=C3)F)Cl)OCCCN4CCOCC4. Cell line: UO-31. Synergy scores: CSS=59.4, Synergy_ZIP=1.10, Synergy_Bliss=4.68, Synergy_Loewe=10.5, Synergy_HSA=11.7. (4) Drug 1: C1CCC(CC1)NC(=O)N(CCCl)N=O. Drug 2: CC1=C(C(=O)C2=C(C1=O)N3CC4C(C3(C2COC(=O)N)OC)N4)N. Cell line: HCT116. Synergy scores: CSS=50.6, Synergy_ZIP=-0.636, Synergy_Bliss=-1.61, Synergy_Loewe=-1.15, Synergy_HSA=4.30. (5) Drug 1: CC12CCC3C(C1CCC2=O)CC(=C)C4=CC(=O)C=CC34C. Drug 2: CCC1(CC2CC(C3=C(CCN(C2)C1)C4=CC=CC=C4N3)(C5=C(C=C6C(=C5)C78CCN9C7C(C=CC9)(C(C(C8N6C)(C(=O)OC)O)OC(=O)C)CC)OC)C(=O)OC)O.OS(=O)(=O)O. Cell line: EKVX. Synergy scores: CSS=51.9, Synergy_ZIP=0.428, Synergy_Bliss=-0.596, Synergy_Loewe=-6.52, Synergy_HSA=2.93.